From a dataset of Catalyst prediction with 721,799 reactions and 888 catalyst types from USPTO. Predict which catalyst facilitates the given reaction. (1) Product: [CH2:1]([N:8]1[C:13](=[O:14])[C:12]2[CH:15]=[CH:16][CH:17]=[N:18][C:11]=2[N:10]=[C:9]1[CH:19]([NH:27][CH2:26][CH2:25][N:24]([CH3:28])[CH3:23])[CH2:20][CH3:21])[C:2]1[CH:7]=[CH:6][CH:5]=[CH:4][CH:3]=1. The catalyst class is: 8. Reactant: [CH2:1]([N:8]1[C:13](=[O:14])[C:12]2[CH:15]=[CH:16][CH:17]=[N:18][C:11]=2[N:10]=[C:9]1[CH:19](Br)[CH2:20][CH3:21])[C:2]1[CH:7]=[CH:6][CH:5]=[CH:4][CH:3]=1.[CH3:23][N:24]([CH3:28])[CH2:25][CH2:26][NH2:27]. (2) Reactant: C(O)(C(F)(F)F)=O.[N:8]1[CH:13]=[CH:12][C:11]([NH:14][C:15](=[O:20])[C:16]([CH3:19])([CH3:18])[CH3:17])=[CH:10][N:9]=1.C(C1C(N[C:31](=[O:36])[C:32]([CH3:35])([CH3:34])C)=CN=NC=1)(=O)C.O. Product: [CH:32]1([C:31]([C:12]2[C:11]([NH:14][C:15](=[O:20])[C:16]([CH3:17])([CH3:19])[CH3:18])=[CH:10][N:9]=[N:8][CH:13]=2)=[O:36])[CH2:34][CH2:35]1. The catalyst class is: 5. (3) Reactant: [NH:1]1[CH2:6][CH2:5][CH:4]([C:7](O)=O)[CH2:3][CH2:2]1.[NH2:10][C:11]1[CH:16]=[CH:15][CH:14]=[CH:13][C:12]=1[NH2:17].[OH-].[K+]. Product: [N:10]1[C:11]2[CH:16]=[CH:15][CH:14]=[CH:13][C:12]=2[NH:17][C:7]=1[CH:4]1[CH2:5][CH2:6][NH:1][CH2:2][CH2:3]1. The catalyst class is: 6. (4) Reactant: [CH3:1][S:2][C:3]1[N:8]=[C:7]([C:9](=[O:11])[CH3:10])[CH:6]=[CH:5][N:4]=1.[Br:12]Br. Product: [Br:12][CH2:10][C:9]([C:7]1[CH:6]=[CH:5][N:4]=[C:3]([S:2][CH3:1])[N:8]=1)=[O:11]. The catalyst class is: 201. (5) Reactant: [CH2:1]([Mg]Br)[CH2:2][CH:3]=[CH2:4].Cl[C:8]1[C:9]2[C:16]([C:17]3[CH:22]=[CH:21][C:20]([F:23])=[CH:19][CH:18]=3)=[CH:15][S:14][C:10]=2[N:11]=[CH:12][N:13]=1. Product: [CH2:1]([C:8]1[C:9]2[C:16]([C:17]3[CH:22]=[CH:21][C:20]([F:23])=[CH:19][CH:18]=3)=[CH:15][S:14][C:10]=2[N:11]=[CH:12][N:13]=1)[CH2:2][CH:3]=[CH2:4]. The catalyst class is: 804. (6) Reactant: [F:1][C:2]([F:15])([F:14])[C:3]1[CH:4]=[C:5]2[C:10](=[CH:11][CH:12]=1)[N:9]=[N:8][CH:7]=[C:6]2O.P(Cl)(Cl)([Cl:18])=O. Product: [Cl:18][C:6]1[C:5]2[C:10](=[CH:11][CH:12]=[C:3]([C:2]([F:15])([F:14])[F:1])[CH:4]=2)[N:9]=[N:8][CH:7]=1. The catalyst class is: 10.